From a dataset of Full USPTO retrosynthesis dataset with 1.9M reactions from patents (1976-2016). Predict the reactants needed to synthesize the given product. (1) Given the product [CH:1]([O:14][C:15]1[C:16]2[C:35](=[O:36])[N:34]([CH2:37][C:38]3[CH:43]=[CH:42][C:41]([F:44])=[CH:40][CH:39]=3)[CH2:33][C:17]=2[C:18]([C:56]2[C:52]([CH3:51])=[N:53][O:54][C:55]=2[CH3:60])=[C:19]2[C:24]=1[N:23]=[CH:22][CH:21]=[CH:20]2)([C:8]1[CH:9]=[CH:10][CH:11]=[CH:12][CH:13]=1)[C:2]1[CH:7]=[CH:6][CH:5]=[CH:4][CH:3]=1, predict the reactants needed to synthesize it. The reactants are: [CH:1]([O:14][C:15]1[C:16]2[C:35](=[O:36])[N:34]([CH2:37][C:38]3[CH:43]=[CH:42][C:41]([F:44])=[CH:40][CH:39]=3)[CH2:33][C:17]=2[C:18](OS(C(F)(F)F)(=O)=O)=[C:19]2[C:24]=1[N:23]=[CH:22][CH:21]=[CH:20]2)([C:8]1[CH:13]=[CH:12][CH:11]=[CH:10][CH:9]=1)[C:2]1[CH:7]=[CH:6][CH:5]=[CH:4][CH:3]=1.C([O-])([O-])=O.[K+].[K+].[CH3:51][C:52]1[C:56](B(O)O)=[C:55]([CH3:60])[O:54][N:53]=1. (2) Given the product [Cl:21][C:22]([Cl:27])([Cl:26])[CH:2]([CH:3]1[CH2:4][C:5]2([CH2:6][CH:7]([C:9]3[C:18]4[C:13](=[CH:14][CH:15]=[CH:16][CH:17]=4)[C:12](=[O:19])[NH:11][N:10]=3)[CH2:8]2)[CH2:20]1)[OH:1], predict the reactants needed to synthesize it. The reactants are: [OH:1][CH2:2][CH:3]1[CH2:20][C:5]2([CH2:8][CH:7]([C:9]3[C:18]4[C:13](=[CH:14][CH:15]=[CH:16][CH:17]=4)[C:12](=[O:19])[NH:11][N:10]=3)[CH2:6]2)[CH2:4]1.[Cl:21][C:22]([Cl:27])([Cl:26])C([O-])=O.[Na+].ClC(Cl)(Cl)C(O)=O. (3) Given the product [CH:13]1([C:9]2[CH:8]=[C:7]([C@@H:6]3[C@@H:25]([C:26]4[CH:31]=[CH:30][CH:29]=[CH:28][CH:27]=4)[C@H:5]3[C:4]([O:3][CH2:1][CH3:2])=[O:16])[CH:12]=[CH:11][N:10]=2)[CH2:15][CH2:14]1, predict the reactants needed to synthesize it. The reactants are: [CH2:1]([O:3][C:4](=[O:16])/[CH:5]=[CH:6]/[C:7]1[CH:12]=[CH:11][N:10]=[C:9]([CH:13]2[CH2:15][CH2:14]2)[CH:8]=1)[CH3:2].[O-]S(C(F)(F)F)(=O)=O.[CH2:25]([S+]1CCCC1)[C:26]1[CH:31]=[CH:30][CH:29]=[CH:28][CH:27]=1. (4) Given the product [CH3:12][C:3]1[CH:4]=[C:5]([N+:9]([O-:11])=[O:10])[C:6]([CH3:8])=[CH:7][C:2]=1[C:18](=[O:20])[CH3:19], predict the reactants needed to synthesize it. The reactants are: Br[C:2]1[CH:7]=[C:6]([CH3:8])[C:5]([N+:9]([O-:11])=[O:10])=[CH:4][C:3]=1[CH3:12].C([Sn](CCCC)(CCCC)[C:18]([O:20]CC)=[CH2:19])CCC. (5) Given the product [Br:8][C:9]1[CH:22]=[C:21]2[C:12]([O:13][C@@H:14]3[C@@H:19]([C@@:20]42[C:26](=[O:27])[N:25]([CH3:28])[C:24](=[O:29])[NH:23]4)[CH2:18][C@@H:17]([O:30][CH2:1][CH3:2])[CH2:16][CH2:15]3)=[CH:11][CH:10]=1, predict the reactants needed to synthesize it. The reactants are: [CH2:1](O[Si](C)(C)C)[CH3:2].[Br:8][C:9]1[CH:22]=[C:21]2[C:12]([O:13][CH:14]3[CH:19]([C:20]42[C:26](=[O:27])[N:25]([CH3:28])[C:24](=[O:29])[NH:23]4)[CH2:18][C:17](=[O:30])[CH2:16][CH2:15]3)=[CH:11][CH:10]=1.[Si](OS(C(F)(F)F)(=O)=O)(C)(C)C.C([SiH](CC)CC)C. (6) Given the product [Br:12][CH:7]1[C:6](=[O:11])[CH2:5][CH:4]([CH:1]([CH3:3])[CH3:2])[CH2:9][C:8]1=[O:10], predict the reactants needed to synthesize it. The reactants are: [CH:1]([CH:4]1[CH2:9][C:8](=[O:10])[CH2:7][C:6](=[O:11])[CH2:5]1)([CH3:3])[CH3:2].[Br:12]Br. (7) Given the product [C:46]([C:44]1[CH:43]=[CH:42][C:41]([O:50][CH3:51])=[C:40]([CH:45]=1)[C:39]([NH:26][C:21]1[CH:22]=[CH:23][C:24]([CH3:25])=[C:19]([N:17]2[CH:18]=[C:14]([C:4]3[CH:5]=[N:6][N:7]([C:8]4[CH:13]=[CH:12][CH:11]=[CH:10][CH:9]=4)[C:3]=3[CH2:1][CH3:2])[N:15]=[CH:16]2)[CH:20]=1)=[O:38])([CH3:49])([CH3:47])[CH3:48], predict the reactants needed to synthesize it. The reactants are: [CH2:1]([C:3]1[N:7]([C:8]2[CH:13]=[CH:12][CH:11]=[CH:10][CH:9]=2)[N:6]=[CH:5][C:4]=1[C:14]1[N:15]=[CH:16][N:17]([C:19]2[CH:20]=[C:21]([NH2:26])[CH:22]=[CH:23][C:24]=2[CH3:25])[CH:18]=1)[CH3:2].[Li+].C[Si]([N-][Si](C)(C)C)(C)C.C[O:38][C:39](=O)[C:40]1[CH:45]=[C:44]([C:46]([CH3:49])([CH3:48])[CH3:47])[CH:43]=[CH:42][C:41]=1[O:50][CH3:51].C([O-])(O)=O.[Na+]. (8) The reactants are: CC([N:5]([CH2:9][C:10]([NH:12][CH2:13][C:14]1[N:18]2[CH:19]=[CH:20][CH:21]=[CH:22][C:17]2=[N:16][C:15]=1[CH2:23][N:24]([CH3:35])[C@@H:25]1[C:34]2[N:33]=[CH:32][CH:31]=[CH:30][C:29]=2[CH2:28][CH2:27][CH2:26]1)=[O:11])C(=O)[O-])(C)C.FC(F)(F)C(O)=O. Given the product [CH3:35][N:24]([CH2:23][C:15]1[N:16]=[C:17]2[CH:22]=[CH:21][CH:20]=[CH:19][N:18]2[C:14]=1[CH2:13][NH:12][C:10](=[O:11])[CH2:9][NH2:5])[CH:25]1[C:34]2[N:33]=[CH:32][CH:31]=[CH:30][C:29]=2[CH2:28][CH2:27][CH2:26]1, predict the reactants needed to synthesize it. (9) Given the product [Cl:1][C:2]1[N:10]=[CH:9][N:8]=[C:7]2[C:3]=1[N:4]=[CH:5][N:6]2[C@H:11]1[C@@H:15]2[O:16][C:17]([CH3:19])([CH3:20])[O:18][C@@H:14]2[C@@H:13]([CH2:21][CH2:22][S:23]([O:26][CH2:27][CH3:28])(=[O:24])=[O:25])[O:12]1, predict the reactants needed to synthesize it. The reactants are: [Cl:1][C:2]1[N:10]=[CH:9][N:8]=[C:7]2[C:3]=1[N:4]=[CH:5][N:6]2[C@H:11]1[C@@H:15]2[O:16][C:17]([CH3:20])([CH3:19])[O:18][C@@H:14]2[C@@H:13]([CH:21]=[CH:22][S:23]([O:26][CH2:27][CH3:28])(=[O:25])=[O:24])[O:12]1.C(O)C.[BH4-].[Na+]. (10) Given the product [Cl:32][C:29]1[CH:30]=[CH:31][C:26]([C:16]2[NH:15][C:23]3[C:18]([CH:17]=2)=[CH:19][C:20]([O:24][CH3:25])=[CH:21][CH:22]=3)=[CH:27][C:28]=1[S:33]([NH:34][CH:35]1[CH2:36][CH2:37][CH2:38][CH2:39][CH2:40]1)(=[O:42])=[O:41], predict the reactants needed to synthesize it. The reactants are: C(O)(C(F)(F)F)=O.C(OC([N:15]1[C:23]2[C:18](=[CH:19][C:20]([O:24][CH3:25])=[CH:21][CH:22]=2)[CH:17]=[C:16]1[C:26]1[CH:31]=[CH:30][C:29]([Cl:32])=[C:28]([S:33](=[O:42])(=[O:41])[NH:34][CH:35]2[CH2:40][CH2:39][CH2:38][CH2:37][CH2:36]2)[CH:27]=1)=O)(C)(C)C.